Dataset: Full USPTO retrosynthesis dataset with 1.9M reactions from patents (1976-2016). Task: Predict the reactants needed to synthesize the given product. (1) Given the product [CH3:1][N:2]([CH3:32])[C:3]([C:5]1[N:26]([CH:27]2[CH2:31][CH2:30][CH2:29][CH2:28]2)[C:8]2[N:9]=[C:10]([NH:13][C:14]3[CH:19]=[CH:18][C:17]([N:20]4[CH2:21][CH2:22][N:23]([C:33](=[O:35])[CH3:34])[CH2:24][CH2:25]4)=[CH:16][N:15]=3)[N:11]=[CH:12][C:7]=2[CH:6]=1)=[O:4], predict the reactants needed to synthesize it. The reactants are: [CH3:1][N:2]([CH3:32])[C:3]([C:5]1[N:26]([CH:27]2[CH2:31][CH2:30][CH2:29][CH2:28]2)[C:8]2[N:9]=[C:10]([NH:13][C:14]3[CH:19]=[CH:18][C:17]([N:20]4[CH2:25][CH2:24][NH:23][CH2:22][CH2:21]4)=[CH:16][N:15]=3)[N:11]=[CH:12][C:7]=2[CH:6]=1)=[O:4].[C:33](OC(=O)C)(=[O:35])[CH3:34].C(#N)C. (2) Given the product [F:1][C:2]1[CH:3]=[CH:4][C:5]([CH2:6][N:7]2[CH2:12][CH2:11][CH:10]([CH:19]([N+:16]([O-:18])=[O:17])[CH2:20][CH3:21])[CH2:9][C:8]2=[O:13])=[CH:14][CH:15]=1, predict the reactants needed to synthesize it. The reactants are: [F:1][C:2]1[CH:15]=[CH:14][C:5]([CH2:6][N:7]2[CH2:12][CH2:11][CH:10]=[CH:9][C:8]2=[O:13])=[CH:4][CH:3]=1.[N+:16]([CH2:19][CH2:20][CH3:21])([O-:18])=[O:17].C1CCN2C(=NCCC2)CC1. (3) The reactants are: [C:1]([O:5][C:6](=[O:42])[NH:7][C@H:8]1[CH2:13][CH2:12][C@@H:11]([N:14]2[C:19](=[O:20])[C:18]3[CH:21]=[C:22]([F:25])[CH:23]=[N:24][C:17]=3[N:16]([C:26]3[CH:27]=[C:28]([C:32]4[CH:37]=[CH:36][C:35]([OH:38])=[CH:34][C:33]=4[CH:39]=O)[CH:29]=[CH:30][CH:31]=3)[C:15]2=[O:41])[CH2:10][CH2:9]1)([CH3:4])([CH3:3])[CH3:2].[CH3:43][NH:44][CH3:45]. Given the product [CH3:43][N:44]([CH2:39][C:33]1[CH:34]=[C:35]([OH:38])[CH:36]=[CH:37][C:32]=1[C:28]1[CH:29]=[CH:30][CH:31]=[C:26]([N:16]2[C:17]3[N:24]=[CH:23][C:22]([F:25])=[CH:21][C:18]=3[C:19](=[O:20])[N:14]([C@@H:11]3[CH2:12][CH2:13][C@H:8]([NH:7][C:6](=[O:42])[O:5][C:1]([CH3:4])([CH3:2])[CH3:3])[CH2:9][CH2:10]3)[C:15]2=[O:41])[CH:27]=1)[CH3:45], predict the reactants needed to synthesize it. (4) Given the product [OH:68][C:65]1([C:69]2[CH:74]=[CH:73][CH:72]=[C:71]([C:75]([F:77])([F:78])[F:76])[CH:70]=2)[CH2:64][CH2:63][N:62]([C:59]2[CH:58]=[CH:57][C:56]([NH:55][C:48]([C:46]3[N:47]=[C:43]([C:37]4[CH:38]=[CH:39][CH:40]=[CH:41][CH:42]=4)[O:44][C:45]=3[C:51]([F:54])([F:53])[F:52])=[O:50])=[CH:61][N:60]=2)[CH2:67][CH2:66]1, predict the reactants needed to synthesize it. The reactants are: N1C=CC=NC=1N1CCN(C2N=CC(NC(C3N=C(C4C=CC=CC=4)OC=3C(F)(F)F)=O)=CC=2)CC1.[C:37]1([C:43]2[O:44][C:45]([C:51]([F:54])([F:53])[F:52])=[C:46]([C:48]([OH:50])=O)[N:47]=2)[CH:42]=[CH:41][CH:40]=[CH:39][CH:38]=1.[NH2:55][C:56]1[CH:57]=[CH:58][C:59]([N:62]2[CH2:67][CH2:66][C:65]([C:69]3[CH:74]=[CH:73][CH:72]=[C:71]([C:75]([F:78])([F:77])[F:76])[CH:70]=3)([OH:68])[CH2:64][CH2:63]2)=[N:60][CH:61]=1.